From a dataset of Full USPTO retrosynthesis dataset with 1.9M reactions from patents (1976-2016). Predict the reactants needed to synthesize the given product. (1) Given the product [C:12]1([C:11]2[O:9][C:1](=[O:10])[C:2]3[CH:8]=[CH:7][CH:6]=[CH:5][C:3]=3[N:4]=2)[CH:17]=[CH:16][CH:15]=[CH:14][CH:13]=1, predict the reactants needed to synthesize it. The reactants are: [C:1]([OH:10])(=[O:9])[C:2]1[C:3](=[CH:5][CH:6]=[CH:7][CH:8]=1)[NH2:4].[C:11](Cl)(=O)[C:12]1[CH:17]=[CH:16][CH:15]=[CH:14][CH:13]=1.C(Cl)(=O)C(Cl)=O.C(=O)([O-])O.[Na+]. (2) The reactants are: Br[C:2]1[CH:3]=[C:4]([NH:10][C:11]2[O:12][C:13]([CH3:16])=[CH:14][N:15]=2)[C:5](=[O:9])[N:6]([CH3:8])[CH:7]=1.[C:17]([O:20][CH2:21][C:22]1[C:23]([N:31]2[N:40]=[CH:39][C:38]3[C:33](=[C:34]([F:45])[CH:35]=[C:36]([C:41]([CH3:44])([CH3:43])[CH3:42])[CH:37]=3)[C:32]2=[O:46])=[N:24][CH:25]=[CH:26][C:27]=1B(O)O)(=[O:19])[CH3:18].[O-]P([O-])([O-])=O.[K+].[K+].[K+].C([O-])(=O)C.[Na+]. Given the product [C:17]([O:20][CH2:21][C:22]1[C:23]([N:31]2[N:40]=[CH:39][C:38]3[C:33](=[C:34]([F:45])[CH:35]=[C:36]([C:41]([CH3:43])([CH3:42])[CH3:44])[CH:37]=3)[C:32]2=[O:46])=[N:24][CH:25]=[CH:26][C:27]=1[C:2]1[CH:3]=[C:4]([NH:10][C:11]2[O:12][C:13]([CH3:16])=[CH:14][N:15]=2)[C:5](=[O:9])[N:6]([CH3:8])[CH:7]=1)(=[O:19])[CH3:18], predict the reactants needed to synthesize it.